Dataset: Full USPTO retrosynthesis dataset with 1.9M reactions from patents (1976-2016). Task: Predict the reactants needed to synthesize the given product. (1) The reactants are: [C:1]([NH:4][CH:5]([CH2:9][S:10][C:11](=[O:19])[C:12]1[CH:17]=[CH:16][C:15]([CH3:18])=[CH:14][CH:13]=1)[C:6]([OH:8])=[O:7])(=[O:3])[CH3:2].[CH2:20](N(CC)CC)[CH3:21].ICC. Given the product [C:1]([NH:4][C@@H:5]([CH2:9][S:10][C:11](=[O:19])[C:12]1[CH:17]=[CH:16][C:15]([CH3:18])=[CH:14][CH:13]=1)[C:6]([O:8][CH2:20][CH3:21])=[O:7])(=[O:3])[CH3:2], predict the reactants needed to synthesize it. (2) Given the product [Cl:14][C:15]1[CH:20]=[C:19]([Cl:21])[CH:18]=[CH:17][C:16]=1[N:22]1[C:26]([C:27]2[CH:28]=[CH:29][C:30]([O:33][CH2:34][CH2:35][C:36]([F:37])([F:38])[F:39])=[CH:31][CH:32]=2)=[C:25]([CH2:40][OH:41])[C:24]([C:42]([NH:8][CH:5]2[CH2:6][CH2:7][C:2]([F:9])([F:1])[CH2:3][CH2:4]2)=[O:43])=[N:23]1, predict the reactants needed to synthesize it. The reactants are: [F:1][C:2]1([F:9])[CH2:7][CH2:6][CH:5]([NH2:8])[CH2:4][CH2:3]1.C[Al](C)C.[Cl:14][C:15]1[CH:20]=[C:19]([Cl:21])[CH:18]=[CH:17][C:16]=1[N:22]1[C:26]([C:27]2[CH:32]=[CH:31][C:30]([O:33][CH2:34][CH2:35][C:36]([F:39])([F:38])[F:37])=[CH:29][CH:28]=2)=[C:25]([CH2:40][OH:41])[C:24]([C:42](OCC)=[O:43])=[N:23]1.Cl.